Predict the reaction yield, written as a fraction of the theoretical maximum amount of product (1.0 means a 100% yield; for example, 0.34 means a 34% yield). From a dataset of Reaction yield outcomes from USPTO patents with 853,638 reactions. (1) The reactants are Br[C:2]1[CH:7]=[CH:6][C:5]([Br:8])=[CH:4][N:3]=1.[C:9]([O:13][C:14]([N:16]1[CH2:21][CH2:20][NH:19][CH2:18][CH2:17]1)=[O:15])([CH3:12])([CH3:11])[CH3:10]. The catalyst is N1C=CC=CC=1. The product is [Br:8][C:5]1[CH:6]=[CH:7][C:2]([N:19]2[CH2:18][CH2:17][N:16]([C:14]([O:13][C:9]([CH3:12])([CH3:11])[CH3:10])=[O:15])[CH2:21][CH2:20]2)=[N:3][CH:4]=1. The yield is 0.395. (2) The yield is 0.210. No catalyst specified. The product is [C:1]([C:5]1[O:9][N:8]=[C:7]([NH:10][C:11]([NH:13][C:14]2[CH:19]=[CH:18][CH:17]=[C:16]([S:20][C:21]3[C:30]4[C:25](=[CH:26][C:27]([O:35][CH3:36])=[C:28]([O:31][CH2:32][CH2:33][N:44]5[CH2:45][CH2:46][N:41]([S:38]([CH3:37])(=[O:40])=[O:39])[CH2:42][CH2:43]5)[CH:29]=4)[N:24]=[CH:23][N:22]=3)[CH:15]=2)=[O:12])[CH:6]=1)([CH3:4])([CH3:3])[CH3:2]. The reactants are [C:1]([C:5]1[O:9][N:8]=[C:7]([NH:10][C:11]([NH:13][C:14]2[CH:19]=[CH:18][CH:17]=[C:16]([S:20][C:21]3[C:30]4[C:25](=[CH:26][C:27]([O:35][CH3:36])=[C:28]([O:31][CH2:32][CH2:33]Cl)[CH:29]=4)[N:24]=[CH:23][N:22]=3)[CH:15]=2)=[O:12])[CH:6]=1)([CH3:4])([CH3:3])[CH3:2].[CH3:37][S:38]([N:41]1[CH2:46][CH2:45][NH:44][CH2:43][CH2:42]1)(=[O:40])=[O:39]. (3) The catalyst is CO. The yield is 0.470. The product is [F:29][C:20]1[CH:21]=[C:22]([C:25]([F:28])([F:27])[F:26])[CH:23]=[CH:24][C:19]=1[N:16]1[C:13]([CH3:14])=[C:12]([C:9]2[CH:10]=[CH:11][C:6]([O:5][CH3:4])=[CH:7][CH:8]=2)[N:18]=[N:17]1. The reactants are C[O-].[Na+].[CH3:4][O:5][C:6]1[CH:11]=[CH:10][C:9]([CH2:12][C:13](=O)[CH3:14])=[CH:8][CH:7]=1.[N:16]([C:19]1[CH:24]=[CH:23][C:22]([C:25]([F:28])([F:27])[F:26])=[CH:21][C:20]=1[F:29])=[N+:17]=[N-:18]. (4) The reactants are [CH3:1][C:2]1[CH:19]=[CH:18][C:5]([C:6]([NH:8][CH:9]([C:15](=[O:17])[CH3:16])[CH2:10][C:11]([O:13][CH3:14])=[O:12])=O)=[CH:4][CH:3]=1.OS(O)(=O)=O. The catalyst is C(OC(=O)C)(=O)C. The product is [CH3:14][O:13][C:11](=[O:12])[CH2:10][C:9]1[N:8]=[C:6]([C:5]2[CH:18]=[CH:19][C:2]([CH3:1])=[CH:3][CH:4]=2)[O:17][C:15]=1[CH3:16]. The yield is 0.870. (5) The reactants are [O-]Cl=O.[Na+].[CH3:5][C:6]1[CH2:15][CH2:14][C@@H:13]2[C@:8]([CH3:18])([CH2:9][CH2:10][CH2:11][C:12]2([CH3:17])[CH3:16])[C:7]=1[CH:19]=[O:20].[OH:21]O.CC#N. The catalyst is O.C(Cl)Cl. The product is [CH3:5][C:6]1[CH2:15][CH2:14][CH:13]2[C@:8]([CH3:18])([CH2:9][CH2:10][CH2:11][C:12]2([CH3:16])[CH3:17])[C:7]=1[C:19]([OH:21])=[O:20]. The yield is 0.890. (6) The reactants are [NH2:1][CH2:2][C:3]([OH:5])=[O:4].C[N+](C)(C)C.[OH-].[C:12](#[N:15])[CH:13]=[CH2:14].Cl. The catalyst is O. The product is [C:12]([CH2:13][CH2:14][NH:1][CH2:2][C:3]([OH:5])=[O:4])#[N:15]. The yield is 0.696. (7) The reactants are [Br:1][C:2]1[CH:3]=[C:4]([NH:10][C:11]2[CH:16]=[CH:15][C:14]([C:17]3[CH2:18][CH2:19][NH:20][CH2:21][CH:22]=3)=[CH:13][N:12]=2)[C:5](=[O:9])[N:6]([CH3:8])[CH:7]=1.[O:23]1[CH2:26][C:25](=O)[CH2:24]1.[BH3-]C#N.[Na+].C(OCC)C. The catalyst is CO.[Cl-].[Zn+2].[Cl-].O. The product is [Br:1][C:2]1[CH:3]=[C:4]([NH:10][C:11]2[CH:16]=[CH:15][C:14]([C:17]3[CH2:18][CH2:19][N:20]([CH:25]4[CH2:26][O:23][CH2:24]4)[CH2:21][CH:22]=3)=[CH:13][N:12]=2)[C:5](=[O:9])[N:6]([CH3:8])[CH:7]=1. The yield is 0.780.